Dataset: Forward reaction prediction with 1.9M reactions from USPTO patents (1976-2016). Task: Predict the product of the given reaction. (1) Given the reactants [Cl:1][C:2]1[CH:3]=[C:4]([CH:7]=[CH:8][C:9]=1[C:10]1[C:33](=[O:34])[N:32]([CH2:35][CH3:36])[C:13]2[N:14]=[C:15]([NH:18][C:19]3[CH:24]=[CH:23][C:22]([N:25]4[CH2:30][CH2:29][N:28]([CH3:31])[CH2:27][CH2:26]4)=[CH:21][CH:20]=3)[N:16]=[CH:17][C:12]=2[CH:11]=1)[C:5]#[N:6].[NH2:37][OH:38].C([O-])([O-])=O.[Na+].[Na+], predict the reaction product. The product is: [Cl:1][C:2]1[CH:3]=[C:4]([CH:7]=[CH:8][C:9]=1[C:10]1[C:33](=[O:34])[N:32]([CH2:35][CH3:36])[C:13]2[N:14]=[C:15]([NH:18][C:19]3[CH:20]=[CH:21][C:22]([N:25]4[CH2:30][CH2:29][N:28]([CH3:31])[CH2:27][CH2:26]4)=[CH:23][CH:24]=3)[N:16]=[CH:17][C:12]=2[CH:11]=1)[C:5](=[NH:6])[NH:37][OH:38]. (2) The product is: [CH3:1][C:2]([Si:5]([CH3:21])([CH3:20])[O:6][CH2:7][C:8]1[CH:9]=[C:10]2[N:11]([CH2:18][CH2:17][CH2:16]2)[C:12](=[O:14])[CH:13]=1)([CH3:4])[CH3:3]. Given the reactants [CH3:1][C:2]([Si:5]([CH3:21])([CH3:20])[O:6][CH2:7][C:8]1[CH:13]=[C:12]([O:14]C)[N:11]=[C:10]([CH2:16][CH2:17][CH2:18]O)[CH:9]=1)([CH3:4])[CH3:3].N1C=CC=CC=1.FC(F)(F)S(OS(C(F)(F)F)(=O)=O)(=O)=O.O, predict the reaction product. (3) Given the reactants [CH2:1]([C:4]1[C:12]([N:13]([CH2:20][CH3:21])[CH:14]2[CH2:19][CH2:18][O:17][CH2:16][CH2:15]2)=[CH:11][CH:10]=[CH:9][C:5]=1[C:6]([OH:8])=O)[CH:2]=[CH2:3].[CH3:22][O:23][C:24]1[C:29]([CH2:30][NH2:31])=[C:28]([CH:32]([CH2:34][CH:35]=[CH2:36])[CH3:33])[CH:27]=[C:26]([CH3:37])[N:25]=1.C(Cl)CCl.C1C=NC2N(O)N=NC=2C=1.CN1CCOCC1, predict the reaction product. The product is: [CH2:1]([C:4]1[C:12]([N:13]([CH2:20][CH3:21])[CH:14]2[CH2:19][CH2:18][O:17][CH2:16][CH2:15]2)=[CH:11][CH:10]=[CH:9][C:5]=1[C:6]([NH:31][CH2:30][C:29]1[C:24]([O:23][CH3:22])=[N:25][C:26]([CH3:37])=[CH:27][C:28]=1[CH:32]([CH2:34][CH:35]=[CH2:36])[CH3:33])=[O:8])[CH:2]=[CH2:3].